This data is from Catalyst prediction with 721,799 reactions and 888 catalyst types from USPTO. The task is: Predict which catalyst facilitates the given reaction. (1) Reactant: [CH:1]([N:3]([C@H:5]1[CH2:10][CH2:9][C@H:8]([C:11]([NH:13][C:14]2[C:18]3[CH:19]=[C:20]([C:23]([O:25]C)=[O:24])[CH:21]=[CH:22][C:17]=3[O:16][C:15]=2[C:27]([NH:29][C:30]2[CH:35]=[CH:34][C:33]([Cl:36])=[CH:32][N:31]=2)=[O:28])=[O:12])[CH2:7][CH2:6]1)[CH3:4])=[O:2].[OH-].[Na+]. Product: [C:23]([C:20]1[CH:21]=[CH:22][C:17]2[O:16][C:15]([C:27]([NH:29][C:30]3[CH:35]=[CH:34][C:33]([Cl:36])=[CH:32][N:31]=3)=[O:28])=[C:14]([NH:13][C:11]([C@H:8]3[CH2:9][CH2:10][C@H:5]([N:3]([CH:1]=[O:2])[CH3:4])[CH2:6][CH2:7]3)=[O:12])[C:18]=2[CH:19]=1)([OH:25])=[O:24]. The catalyst class is: 83. (2) Reactant: [CH2:1]([C@H:3]1[C:7]2=[N:8][CH:9]=[C:10]([C:12]([NH:14][C@H:15]([C:18]3[CH:23]=[CH:22][C:21]([S:24]([CH2:27][CH3:28])(=[O:26])=[O:25])=[CH:20][CH:19]=3)[CH2:16][OH:17])=[O:13])[CH:11]=[C:6]2[CH2:5][NH:4]1)[CH3:2].[F:29][C:30]([F:40])([F:39])[C@H:31]1[CH2:36][CH2:35][C@H:34]([CH:37]=O)[CH2:33][CH2:32]1.C(O)(=O)C.C([BH3-])#N.[Na+]. Product: [CH2:1]([C@H:3]1[C:7]2=[N:8][CH:9]=[C:10]([C:12]([NH:14][C@H:15]([C:18]3[CH:23]=[CH:22][C:21]([S:24]([CH2:27][CH3:28])(=[O:26])=[O:25])=[CH:20][CH:19]=3)[CH2:16][OH:17])=[O:13])[CH:11]=[C:6]2[CH2:5][N:4]1[CH2:37][C@H:34]1[CH2:33][CH2:32][C@H:31]([C:30]([F:29])([F:39])[F:40])[CH2:36][CH2:35]1)[CH3:2]. The catalyst class is: 5. (3) Reactant: [NH:1]1[CH2:6][CH2:5][CH:4]([N:7]2[CH2:11][CH2:10][O:9][C:8]2=[O:12])[CH2:3][CH2:2]1.CCN(C(C)C)C(C)C.[Cl:22][C:23]1[N:27]2[CH:28]=[C:29]([O:36][CH:37]([F:39])[F:38])[CH:30]=[C:31]([C:32]([F:35])([F:34])[F:33])[C:26]2=[N:25][C:24]=1[C:40](O)=[O:41].CN(C(ON1N=NC2C=CC=NC1=2)=[N+](C)C)C.F[P-](F)(F)(F)(F)F. Product: [Cl:22][C:23]1[N:27]2[CH:28]=[C:29]([O:36][CH:37]([F:38])[F:39])[CH:30]=[C:31]([C:32]([F:34])([F:33])[F:35])[C:26]2=[N:25][C:24]=1[C:40]([N:1]1[CH2:2][CH2:3][CH:4]([N:7]2[CH2:11][CH2:10][O:9][C:8]2=[O:12])[CH2:5][CH2:6]1)=[O:41]. The catalyst class is: 31. (4) Product: [C:10]([N:7]1[CH:8]=[N:9][C:5]([C:3]([OH:4])=[O:2])=[N:6]1)([C:17]1[CH:22]=[CH:21][CH:20]=[CH:19][CH:18]=1)([C:11]1[CH:16]=[CH:15][CH:14]=[CH:13][CH:12]=1)[C:23]1[CH:28]=[CH:27][CH:26]=[CH:25][CH:24]=1. Reactant: C[O:2][C:3]([C:5]1[N:9]=[CH:8][N:7]([C:10]([C:23]2[CH:28]=[CH:27][CH:26]=[CH:25][CH:24]=2)([C:17]2[CH:22]=[CH:21][CH:20]=[CH:19][CH:18]=2)[C:11]2[CH:16]=[CH:15][CH:14]=[CH:13][CH:12]=2)[N:6]=1)=[O:4].[OH-].[Na+].O.Cl. The catalyst class is: 5. (5) Reactant: [OH-].[Na+:2].[CH2:3]([CH2:15][NH2:16])[CH2:4][C:5]([P:11]([OH:14])([OH:13])=[O:12])([P:7]([OH:10])([OH:9])=[O:8])[OH:6].O. Product: [CH2:3]([CH2:15][NH2:16])[CH2:4][C:5]([P:7]([O-:9])([OH:10])=[O:8])([P:11]([OH:14])([OH:13])=[O:12])[OH:6].[Na+:2]. The catalyst class is: 40. (6) Product: [C:1]1([O:7][P:8]([O:17][C@@H:18]2[C@@H:23]([CH2:24][O:25][C:26]([O:28][C:29]([CH3:34])([CH3:35])[C:30]([Cl:32])([Cl:31])[Cl:33])=[O:27])[O:22][C@@H:21]([O:96][CH2:95][C@@H:91]3[CH2:92][CH2:93][CH2:94][N:90]3[C:88](=[O:89])[CH2:87][C@H:86]([O:85][C:74](=[O:84])[CH2:75][CH2:76][CH2:77][CH2:78][CH2:79][CH2:80][CH2:81][CH2:82][CH3:83])[CH2:97][CH2:98][CH2:99][CH2:100][CH2:101][CH2:102][CH2:103][CH2:104][CH2:105][CH2:106][CH3:107])[C@H:20]([NH:37][C:38]([O:40][CH2:41][C:42]([Cl:43])([Cl:44])[Cl:45])=[O:39])[C@H:19]2[O:46][C:47](=[O:73])[CH2:48][C@H:49]([O:61][C:62](=[O:72])[CH2:63][CH2:64][CH2:65][CH2:66][CH2:67][CH2:68][CH2:69][CH2:70][CH3:71])[CH2:50][CH2:51][CH2:52][CH2:53][CH2:54][CH2:55][CH2:56][CH2:57][CH2:58][CH2:59][CH3:60])([O:10][C:11]2[CH:12]=[CH:13][CH:14]=[CH:15][CH:16]=2)=[O:9])[CH:2]=[CH:3][CH:4]=[CH:5][CH:6]=1. The catalyst class is: 279. Reactant: [C:1]1([O:7][P:8]([O:17][C@@H:18]2[C@@H:23]([CH2:24][O:25][C:26]([O:28][C:29]([CH3:35])([CH3:34])[C:30]([Cl:33])([Cl:32])[Cl:31])=[O:27])[O:22][C@H:21](Br)[C@H:20]([NH:37][C:38]([O:40][CH2:41][C:42]([Cl:45])([Cl:44])[Cl:43])=[O:39])[C@H:19]2[O:46][C:47](=[O:73])[CH2:48][C@H:49]([O:61][C:62](=[O:72])[CH2:63][CH2:64][CH2:65][CH2:66][CH2:67][CH2:68][CH2:69][CH2:70][CH3:71])[CH2:50][CH2:51][CH2:52][CH2:53][CH2:54][CH2:55][CH2:56][CH2:57][CH2:58][CH2:59][CH3:60])([O:10][C:11]2[CH:16]=[CH:15][CH:14]=[CH:13][CH:12]=2)=[O:9])[CH:6]=[CH:5][CH:4]=[CH:3][CH:2]=1.[C:74]([O:85][C@H:86]([CH2:97][CH2:98][CH2:99][CH2:100][CH2:101][CH2:102][CH2:103][CH2:104][CH2:105][CH2:106][CH3:107])[CH2:87][C:88]([N:90]1[CH2:94][CH2:93][CH2:92][C@H:91]1[CH2:95][OH:96])=[O:89])(=[O:84])[CH2:75][CH2:76][CH2:77][CH2:78][CH2:79][CH2:80][CH2:81][CH2:82][CH3:83].[Hg](C#N)C#N. (7) Reactant: [OH:1][CH2:2][CH2:3][CH2:4][CH2:5][CH2:6][CH2:7][O:8][C:9]1[CH:10]=[C:11]([CH:15]=[CH:16][C:17]=1[O:18][CH2:19][CH2:20][CH2:21][CH2:22][CH2:23][CH2:24][OH:25])[C:12]([OH:14])=[O:13].C(N(CC)C1C=CC=CC=1)C.C(C1[C:46]([OH:47])=[C:45]([C:48](C)(C)C)C=C(C)C=1)(C)(C)C.[C:53](Cl)(=[O:56])[CH:54]=[CH2:55]. Product: [C:53]([O:1][CH2:2][CH2:3][CH2:4][CH2:5][CH2:6][CH2:7][O:8][C:9]1[CH:10]=[C:11]([CH:15]=[CH:16][C:17]=1[O:18][CH2:19][CH2:20][CH2:21][CH2:22][CH2:23][CH2:24][O:25][C:46](=[O:47])[CH:45]=[CH2:48])[C:12]([OH:14])=[O:13])(=[O:56])[CH:54]=[CH2:55]. The catalyst class is: 12. (8) Reactant: C1(C)C=CC=CC=1.[OH-].[K+].[CH2:10]([N:12]([CH2:19][CH2:20][OH:21])[C:13]1[CH:18]=[CH:17][CH:16]=[CH:15][N:14]=1)C.F[C:23]1[CH:30]=[CH:29][C:26]([CH:27]=[O:28])=[CH:25][CH:24]=1. Product: [CH3:10][N:12]([CH2:19][CH2:20][O:21][C:23]1[CH:30]=[CH:29][C:26]([CH:27]=[O:28])=[CH:25][CH:24]=1)[C:13]1[CH:18]=[CH:17][CH:16]=[CH:15][N:14]=1. The catalyst class is: 786. (9) Reactant: [I:1][C:2]1[CH:7]=[CH:6][C:5]([OH:8])=[CH:4][CH:3]=1.Br[CH2:10][CH2:11][CH2:12][Cl:13].C(=O)([O-])[O-].[K+].[K+]. Product: [Cl:13][CH2:12][CH2:11][CH2:10][O:8][C:5]1[CH:6]=[CH:7][C:2]([I:1])=[CH:3][CH:4]=1. The catalyst class is: 21. (10) The catalyst class is: 22. Reactant: P(Cl)(Cl)([Cl:3])=O.[C:6]([NH:9][C:10]1[NH:11][C:12](=O)[C:13]2[S:18][C:17](=[O:19])[N:16]([C@@H:20]3[O:32][C@H:31]([CH2:33][O:34][C:35](=[O:37])[CH3:36])[C@@H:26]([O:27][C:28](=[O:30])[CH3:29])[C@H:21]3[O:22][C:23](=[O:25])[CH3:24])[C:14]=2[N:15]=1)(=[O:8])[CH3:7].C(N(CC)CC)C.C([O-])(O)=O.[Na+]. Product: [C:6]([NH:9][C:10]1[N:11]=[C:12]([Cl:3])[C:13]2[S:18][C:17](=[O:19])[N:16]([C@@H:20]3[O:32][C@H:31]([CH2:33][O:34][C:35](=[O:37])[CH3:36])[C@@H:26]([O:27][C:28](=[O:30])[CH3:29])[C@H:21]3[O:22][C:23](=[O:25])[CH3:24])[C:14]=2[N:15]=1)(=[O:8])[CH3:7].